This data is from NCI-60 drug combinations with 297,098 pairs across 59 cell lines. The task is: Regression. Given two drug SMILES strings and cell line genomic features, predict the synergy score measuring deviation from expected non-interaction effect. (1) Drug 1: CC1=C(N=C(N=C1N)C(CC(=O)N)NCC(C(=O)N)N)C(=O)NC(C(C2=CN=CN2)OC3C(C(C(C(O3)CO)O)O)OC4C(C(C(C(O4)CO)O)OC(=O)N)O)C(=O)NC(C)C(C(C)C(=O)NC(C(C)O)C(=O)NCCC5=NC(=CS5)C6=NC(=CS6)C(=O)NCCC[S+](C)C)O. Drug 2: CCN(CC)CCCC(C)NC1=C2C=C(C=CC2=NC3=C1C=CC(=C3)Cl)OC. Cell line: RXF 393. Synergy scores: CSS=14.3, Synergy_ZIP=-7.28, Synergy_Bliss=-3.29, Synergy_Loewe=-2.50, Synergy_HSA=-1.33. (2) Drug 1: CC1=C(C=C(C=C1)NC2=NC=CC(=N2)N(C)C3=CC4=NN(C(=C4C=C3)C)C)S(=O)(=O)N.Cl. Drug 2: C1=C(C(=O)NC(=O)N1)F. Cell line: BT-549. Synergy scores: CSS=33.8, Synergy_ZIP=3.45, Synergy_Bliss=4.03, Synergy_Loewe=0.00324, Synergy_HSA=2.05.